This data is from Forward reaction prediction with 1.9M reactions from USPTO patents (1976-2016). The task is: Predict the product of the given reaction. (1) Given the reactants [CH3:1][O:2][C:3]([C:5]1[C:6](Cl)=[N:7][C:8]([Cl:12])=[N:9][C:10]=1[CH3:11])=[O:4].C[O-].[Na+].C[C:18](O)=[O:19], predict the reaction product. The product is: [CH3:1][O:2][C:3]([C:5]1[C:6]([O:19][CH3:18])=[N:7][C:8]([Cl:12])=[N:9][C:10]=1[CH3:11])=[O:4]. (2) Given the reactants [F-].C([N+](CCCC)(CCCC)CCCC)CCC.C([Si](C)(C)[O:24][CH2:25][CH2:26][O:27][C:28]1[C:29]([CH3:61])=[C:30](/[CH:34]=[CH:35]/[S:36]([N:39]2[CH2:60][CH2:59][C:42]3([N:46]=[C:45]([C:47]4[CH:52]=[CH:51][CH:50]=[C:49]([O:53][C:54]([F:57])([F:56])[F:55])[CH:48]=4)[NH:44][C:43]3=[O:58])[CH2:41][CH2:40]2)(=[O:38])=[O:37])[CH:31]=[CH:32][CH:33]=1)(C)(C)C, predict the reaction product. The product is: [OH:24][CH2:25][CH2:26][O:27][C:28]1[C:29]([CH3:61])=[C:30](/[CH:34]=[CH:35]/[S:36]([N:39]2[CH2:40][CH2:41][C:42]3([N:46]=[C:45]([C:47]4[CH:52]=[CH:51][CH:50]=[C:49]([O:53][C:54]([F:56])([F:57])[F:55])[CH:48]=4)[NH:44][C:43]3=[O:58])[CH2:59][CH2:60]2)(=[O:37])=[O:38])[CH:31]=[CH:32][CH:33]=1.